From a dataset of Reaction yield outcomes from USPTO patents with 853,638 reactions. Predict the reaction yield, written as a fraction of the theoretical maximum amount of product (1.0 means a 100% yield; for example, 0.34 means a 34% yield). (1) The reactants are [CH3:1][C:2]1[NH:6][C:5]2[C:7]([C:17]([O:19]C)=[O:18])=[CH:8][C:9]([N:11]3[CH2:16][CH2:15][O:14][CH2:13][CH2:12]3)=[CH:10][C:4]=2[N:3]=1.Br[CH2:22][C:23]1[C:31]2[S:30][CH:29]=[CH:28][C:27]=2[CH:26]=[CH:25][CH:24]=1.C(=O)([O-])[O-].[K+].[K+].[OH-].[Li+].Cl. The catalyst is CN(C)C=O.O1CCCC1.O. The product is [S:30]1[C:31]2[C:23]([CH2:22][N:3]3[C:4]4[CH:10]=[C:9]([N:11]5[CH2:12][CH2:13][O:14][CH2:15][CH2:16]5)[CH:8]=[C:7]([C:17]([OH:19])=[O:18])[C:5]=4[N:6]=[C:2]3[CH3:1])=[CH:24][CH:25]=[CH:26][C:27]=2[CH:28]=[CH:29]1. The yield is 0.0942. (2) The reactants are [CH3:1][O:2][C:3]1[CH:4]=[C:5]([CH:8]=[CH:9][C:10]=1[N+:11]([O-:13])=[O:12])[CH2:6][OH:7].N1C=CN=C1.[C:19]([Si:23]([CH3:26])([CH3:25])Cl)([CH3:22])([CH3:21])[CH3:20]. The catalyst is ClCCl. The product is [C:19]([Si:23]([O:7][CH2:6][C:5]1[CH:8]=[CH:9][C:10]([N+:11]([O-:13])=[O:12])=[C:3]([O:2][CH3:1])[CH:4]=1)([CH3:26])[CH3:25])([CH3:22])([CH3:21])[CH3:20]. The yield is 0.940.